From a dataset of Forward reaction prediction with 1.9M reactions from USPTO patents (1976-2016). Predict the product of the given reaction. (1) Given the reactants [OH:1][C:2]1[CH:7]=[CH:6][C:5]([C:8]([C:18]2[CH:23]=[CH:22][C:21]([OH:24])=[CH:20][CH:19]=2)=[C:9]([C:12]2[CH:17]=[CH:16][CH:15]=[CH:14][CH:13]=2)[CH2:10][CH3:11])=[CH:4][CH:3]=1.O[C@H:26]1[CH2:30][CH2:29][N:28](C(OC(C)(C)C)=O)[CH2:27]1.C(O)(C(F)(F)F)=O.C(Cl)Cl, predict the reaction product. The product is: [C:12]1([C:9]([CH2:10][CH3:11])=[C:8]([C:18]2[CH:19]=[CH:20][C:21]([OH:24])=[CH:22][CH:23]=2)[C:5]2[CH:6]=[CH:7][C:2]([O:1][C@@H:26]3[CH2:30][CH2:29][NH:28][CH2:27]3)=[CH:3][CH:4]=2)[CH:17]=[CH:16][CH:15]=[CH:14][CH:13]=1. (2) Given the reactants [S:1]1[CH:5]=[CH:4][N:3]=[CH:2]1.C([Li])CCC.[CH3:11][C:12]1([CH3:43])[CH2:21][CH:20]=[C:19](OS(C(F)(F)F)(=O)=O)[C:18]2[CH:17]=[C:16](/[CH:30]=[CH:31]/[C:32]3[CH:42]=[CH:41][C:35]([C:36]([O:38][CH2:39][CH3:40])=[O:37])=[CH:34][CH:33]=3)[CH:15]=[CH:14][C:13]1=2.[NH4+].[Cl-], predict the reaction product. The product is: [CH3:43][C:12]1([CH3:11])[CH2:21][CH:20]=[C:19]([C:2]2[S:1][CH:5]=[CH:4][N:3]=2)[C:18]2[CH:17]=[C:16](/[CH:30]=[CH:31]/[C:32]3[CH:33]=[CH:34][C:35]([C:36]([O:38][CH2:39][CH3:40])=[O:37])=[CH:41][CH:42]=3)[CH:15]=[CH:14][C:13]1=2.